Predict which catalyst facilitates the given reaction. From a dataset of Catalyst prediction with 721,799 reactions and 888 catalyst types from USPTO. (1) Reactant: [CH3:1][NH:2][C:3]([C:5]1[CH:10]=[CH:9][C:8](B2OC(C)(C)C(C)(C)O2)=[CH:7][N:6]=1)=[O:4].Br[C:21]1[CH:22]=[C:23]2[C:28](=[CH:29][CH:30]=1)[N:27]([C:31]1[C:35]3[CH2:36][N:37]([C:40](=[O:42])[CH3:41])[CH2:38][CH2:39][C:34]=3[N:33]([C@H:43]3[CH2:47][CH2:46][O:45][CH2:44]3)[N:32]=1)[CH2:26][CH2:25][CH2:24]2.ClCCl. Product: [C:40]([N:37]1[CH2:38][CH2:39][C:34]2[N:33]([C@H:43]3[CH2:47][CH2:46][O:45][CH2:44]3)[N:32]=[C:31]([N:27]3[C:28]4[C:23](=[CH:22][C:21]([C:8]5[CH:9]=[CH:10][C:5]([C:3]([NH:2][CH3:1])=[O:4])=[N:6][CH:7]=5)=[CH:30][CH:29]=4)[CH2:24][CH2:25][CH2:26]3)[C:35]=2[CH2:36]1)(=[O:42])[CH3:41]. The catalyst class is: 117. (2) Reactant: [CH3:1][C:2]([S:5]([C:8]1[CH:13]=[CH:12][C:11]([N:14]2[NH:23][C:22](=O)[C:21]3[C:16](=[CH:17][CH:18]=[CH:19][CH:20]=3)[C:15]2=[O:25])=[CH:10][CH:9]=1)(=[O:7])=[O:6])([CH3:4])[CH3:3].P(Br)(Br)([Br:28])=O. Product: [Br:28][C:22]1[C:21]2[C:16](=[CH:17][CH:18]=[CH:19][CH:20]=2)[C:15](=[O:25])[N:14]([C:11]2[CH:12]=[CH:13][C:8]([S:5]([C:2]([CH3:4])([CH3:3])[CH3:1])(=[O:7])=[O:6])=[CH:9][CH:10]=2)[N:23]=1. The catalyst class is: 6.